Predict the reaction yield, written as a fraction of the theoretical maximum amount of product (1.0 means a 100% yield; for example, 0.34 means a 34% yield). From a dataset of Reaction yield outcomes from USPTO patents with 853,638 reactions. (1) The yield is 0.210. The reactants are [F:1][C:2]([F:12])([F:11])[CH2:3][CH2:4][C:5](=O)[CH2:6][CH2:7][CH:8]=O.[Cl-].[NH4+:14]. The catalyst is C(O)C.C(OCC)(=O)C. The product is [F:1][C:2]([F:12])([F:11])[CH2:3][CH2:4][C:5]1[NH:14][CH:8]=[CH:7][CH:6]=1. (2) The reactants are [Br:1][C:2]1[CH:3]=[N:4][CH:5]=[C:6](Br)[CH:7]=1.C([O-])([O-])=O.[K+].[K+].[CH3:15][N:16](Cl)[CH3:17]. The catalyst is CN(C=O)C. The product is [Br:1][C:2]1[CH:7]=[C:6]([N:16]([CH3:17])[CH3:15])[CH:5]=[N:4][CH:3]=1. The yield is 0.880. (3) The reactants are [Br:1][C:2]1[C:3]([CH3:9])=[N:4][C:5](Br)=[CH:6][CH:7]=1.[Cu][C:11]#[N:12].[C-]#N.[Na+].CN(C)C=O. The catalyst is C(O)C. The product is [Br:1][C:2]1[CH:7]=[CH:6][C:5]([C:11]#[N:12])=[N:4][C:3]=1[CH3:9]. The yield is 0.450. (4) The yield is 0.500. The product is [NH:17]=[C:16]([NH:36][C:24](=[O:26])[O:23][C:20]([CH3:22])([CH3:21])[CH3:19])[C:12]1[S:11][CH:15]=[CH:14][CH:13]=1. The catalyst is C1COCC1. The reactants are [Li+].C[Si]([N-][Si](C)(C)C)(C)C.[S:11]1[CH:15]=[CH:14][CH:13]=[C:12]1[C:16]#[N:17].Cl.[CH3:19][C:20]([O:23][C:24]([O:26]C(OC(C)(C)C)=O)=O)([CH3:22])[CH3:21].CC[N:36](C(C)C)C(C)C. (5) The reactants are [C:1]([C:6]1[S:10][C:9]([CH2:11][CH3:12])=[C:8]([CH:13]([NH:20][C:21]2[CH:30]=[CH:29][C:24]([C:25]([O:27]C)=[O:26])=[CH:23][CH:22]=2)[CH:14]2[CH2:19][CH2:18][CH2:17][CH2:16][CH2:15]2)[CH:7]=1)(=[O:5])[CH2:2][CH2:3][CH3:4].O1CCCC1.[OH-].[Na+]. The catalyst is C(O)C. The product is [C:1]([C:6]1[S:10][C:9]([CH2:11][CH3:12])=[C:8]([CH:13]([NH:20][C:21]2[CH:30]=[CH:29][C:24]([C:25]([OH:27])=[O:26])=[CH:23][CH:22]=2)[CH:14]2[CH2:19][CH2:18][CH2:17][CH2:16][CH2:15]2)[CH:7]=1)(=[O:5])[CH2:2][CH2:3][CH3:4]. The yield is 0.950. (6) The reactants are Br[C:2]1[CH:3]=[CH:4][C:5]2[N:9]=[C:8]([C@@H:10]3[CH2:15][C@@H:14]4[C@@H:12]([CH2:13]4)[N:11]3[C:16]([O:18][C:19]([CH3:22])([CH3:21])[CH3:20])=[O:17])[NH:7][C:6]=2[CH:23]=1.[B:24]1([B:24]2[O:28][C:27]([CH3:30])([CH3:29])[C:26]([CH3:32])([CH3:31])[O:25]2)[O:28][C:27]([CH3:30])([CH3:29])[C:26]([CH3:32])([CH3:31])[O:25]1.C([O-])(=O)C.[K+]. The catalyst is O1CCOCC1.C1C=CC([P]([Pd]([P](C2C=CC=CC=2)(C2C=CC=CC=2)C2C=CC=CC=2)([P](C2C=CC=CC=2)(C2C=CC=CC=2)C2C=CC=CC=2)[P](C2C=CC=CC=2)(C2C=CC=CC=2)C2C=CC=CC=2)(C2C=CC=CC=2)C2C=CC=CC=2)=CC=1. The product is [CH3:31][C:26]1([CH3:32])[C:27]([CH3:30])([CH3:29])[O:28][B:24]([C:2]2[CH:3]=[CH:4][C:5]3[N:9]=[C:8]([C@@H:10]4[CH2:15][C@@H:14]5[C@@H:12]([CH2:13]5)[N:11]4[C:16]([O:18][C:19]([CH3:22])([CH3:21])[CH3:20])=[O:17])[NH:7][C:6]=3[CH:23]=2)[O:25]1. The yield is 0.770. (7) The reactants are [CH3:1][C:2]1[N:7]=[C:6](Cl)[C:5]([N+:9]([O-:11])=[O:10])=[C:4]([Cl:12])[N:3]=1.[CH3:13][C:14]1[C:19]([NH2:20])=[C:18]([CH3:21])[CH:17]=[C:16]([CH3:22])[N:15]=1. The catalyst is C(#N)C. The product is [Cl:12][C:4]1[N:3]=[C:2]([CH3:1])[N:7]=[C:6]([NH:20][C:19]2[C:14]([CH3:13])=[N:15][C:16]([CH3:22])=[CH:17][C:18]=2[CH3:21])[C:5]=1[N+:9]([O-:11])=[O:10]. The yield is 0.360. (8) The reactants are [CH:1]1([C:4](Cl)=[O:5])[CH2:3][CH2:2]1.[F:7][C:8]1[CH:14]=[CH:13][C:12]([N+:15]([O-:17])=[O:16])=[CH:11][C:9]=1[NH2:10].C([O-])(O)=O.[Na+]. The catalyst is C(Cl)Cl.O. The product is [F:7][C:8]1[CH:14]=[CH:13][C:12]([N+:15]([O-:17])=[O:16])=[CH:11][C:9]=1[NH:10][C:4]([CH:1]1[CH2:3][CH2:2]1)=[O:5]. The yield is 0.980. (9) The reactants are [NH2:1][C@@H:2]1[C:11]2[C:6](=[CH:7][CH:8]=[CH:9][CH:10]=2)[C@H:5]([OH:12])[CH2:4][CH2:3]1.[H-].[Na+].F[C:16]1[CH:17]=[CH:18][C:19]2[N:20]([C:22]([N:25]3[CH2:30][CH2:29][CH:28]([C:31]([CH3:44])([O:33][Si:34]([CH:41]([CH3:43])[CH3:42])([CH:38]([CH3:40])[CH3:39])[CH:35]([CH3:37])[CH3:36])[CH3:32])[CH2:27][CH2:26]3)=[N:23][N:24]=2)[CH:21]=1.N. The catalyst is CN(C=O)C.CO.C(Cl)Cl. The product is [CH3:32][C:31]([CH:28]1[CH2:27][CH2:26][N:25]([C:22]2[N:20]3[CH:21]=[C:16]([O:12][C@H:5]4[C:6]5[C:11](=[CH:10][CH:9]=[CH:8][CH:7]=5)[C@@H:2]([NH2:1])[CH2:3][CH2:4]4)[CH:17]=[CH:18][C:19]3=[N:24][N:23]=2)[CH2:30][CH2:29]1)([O:33][Si:34]([CH:41]([CH3:43])[CH3:42])([CH:38]([CH3:39])[CH3:40])[CH:35]([CH3:36])[CH3:37])[CH3:44]. The yield is 0.300. (10) The reactants are [CH2:1]([O:8][C:9]1[CH:16]=[CH:15][C:12]([CH:13]=O)=[C:11]([F:17])[CH:10]=1)[C:2]1[CH:7]=[CH:6][CH:5]=[CH:4][CH:3]=1.[F:18][C:19]1[CH:25]=[CH:24][C:22]([NH2:23])=[CH:21][CH:20]=1.C1(C)C=CC=CC=1. The catalyst is CCCCCCC.C(OCC)(=O)C.C(N(CC)CC)C. The product is [CH2:1]([O:8][C:9]1[CH:16]=[CH:15][C:12]([CH:13]=[N:23][C:22]2[CH:24]=[CH:25][C:19]([F:18])=[CH:20][CH:21]=2)=[C:11]([F:17])[CH:10]=1)[C:2]1[CH:7]=[CH:6][CH:5]=[CH:4][CH:3]=1. The yield is 0.980.